This data is from Reaction yield outcomes from USPTO patents with 853,638 reactions. The task is: Predict the reaction yield, written as a fraction of the theoretical maximum amount of product (1.0 means a 100% yield; for example, 0.34 means a 34% yield). (1) The reactants are C([O:5][C:6]([CH:8]1[CH:12]([C:13]2[CH:18]=[CH:17][CH:16]=[C:15]([Br:19])[CH:14]=2)[C:11]([C:22]2[CH:27]=[CH:26][C:25]([Cl:28])=[CH:24][C:23]=2[F:29])([C:20]#[N:21])[CH:10]([CH2:30][C:31]([CH3:34])([CH3:33])[CH3:32])[NH:9]1)=[O:7])(C)(C)C.[F:35][C:36]([F:41])([F:40])[C:37]([OH:39])=[O:38]. The catalyst is ClCCl. The product is [F:35][C:36]([F:41])([F:40])[C:37]([OH:39])=[O:38].[Br:19][C:15]1[CH:14]=[C:13]([CH:12]2[C:11]([C:22]3[CH:27]=[CH:26][C:25]([Cl:28])=[CH:24][C:23]=3[F:29])([C:20]#[N:21])[CH:10]([CH2:30][C:31]([CH3:33])([CH3:34])[CH3:32])[NH:9][CH:8]2[C:6]([OH:7])=[O:5])[CH:18]=[CH:17][CH:16]=1. The yield is 0.830. (2) The yield is 0.860. The catalyst is [Cl-].C([N+](CC)(CC)CC)C1C=CC=CC=1.ClCCl. The product is [P:13]([Br:2])(=[O:19])([O:12][C:8]([CH3:11])([CH3:10])[CH3:9])[O:14][C:15]([CH3:18])([CH3:17])[CH3:16]. The reactants are C(Br)(Br)(Br)[Br:2].[OH-].[Na+].[C:8]([O:12][P:13]([O-:19])[O:14][C:15]([CH3:18])([CH3:17])[CH3:16])([CH3:11])([CH3:10])[CH3:9].P([O-])([O-])[O-].